Dataset: Forward reaction prediction with 1.9M reactions from USPTO patents (1976-2016). Task: Predict the product of the given reaction. (1) The product is: [Cl:25][C:26]1[CH:27]=[CH:28][C:29]([S:32][C:33]2[C:41]3[C:36](=[CH:37][CH:38]=[C:39]([CH3:42])[CH:40]=3)[NH:35][C:34]=2[C:43]([O:45][CH2:19][C:15]2[CH:16]=[CH:17][CH:18]=[CH:13][CH:14]=2)=[O:44])=[CH:30][CH:31]=1. Given the reactants ClC1C=C(SC2[C:18]3[C:13](=[CH:14][C:15]([CH3:19])=[CH:16][CH:17]=3)NC=2CCC(N)=O)C=C(Cl)C=1.[Cl:25][C:26]1[CH:31]=[CH:30][C:29]([S:32][C:33]2[C:41]3[C:36](=[CH:37][CH:38]=[C:39]([CH3:42])[CH:40]=3)[NH:35][C:34]=2[C:43]([OH:45])=[O:44])=[CH:28][CH:27]=1.C(Cl)(=O)C(Cl)=O.C(O)C1C=CC=CC=1.N1C=CC=CC=1, predict the reaction product. (2) Given the reactants [Cl:1][C:2]1[CH:7]=[CH:6][C:5]([N:8]=[C:9]=[S:10])=[CH:4][CH:3]=1.C([N:13]([CH2:16][CH3:17])[CH2:14][CH3:15])C, predict the reaction product. The product is: [Cl:1][C:2]1[CH:7]=[CH:6][C:5]([NH:8][C:9]([N:13]2[CH2:14][C:15]3[C:17](=[N:8][CH:5]=[CH:4][CH:3]=3)[CH2:16]2)=[S:10])=[CH:4][CH:3]=1. (3) Given the reactants [OH:1][CH:2]([CH2:20][CH2:21][CH2:22][CH3:23])[CH2:3][CH2:4][CH2:5][CH2:6][CH2:7][CH2:8][CH:9]=[CH:10][CH:11]=[CH:12][CH:13]=[CH:14][CH:15]=[CH:16][C:17]([OH:19])=[O:18].ON1C(=O)CCC1=O.C1(N=C=NC2CCCCC2)CCCCC1, predict the reaction product. The product is: [CH3:23][CH2:22][CH2:21][CH2:20][CH:2]([OH:1])/[CH:3]=[CH:4]\[CH2:5]/[CH:6]=[CH:7]\[CH2:8]/[CH:9]=[CH:10]\[CH2:11]/[CH:12]=[CH:13]\[CH2:14][CH2:15][CH2:16][C:17]([OH:19])=[O:18]. (4) Given the reactants [C@H:1]([NH:5][S:6]([C:9]1[CH:10]=[CH:11][C:12]([F:18])=[C:13]([CH:17]=1)[C:14](O)=[O:15])(=[O:8])=[O:7])([CH2:3][CH3:4])[CH3:2].O=S(Cl)[Cl:21], predict the reaction product. The product is: [C@H:1]([NH:5][S:6]([C:9]1[CH:10]=[CH:11][C:12]([F:18])=[C:13]([CH:17]=1)[C:14]([Cl:21])=[O:15])(=[O:8])=[O:7])([CH2:3][CH3:4])[CH3:2]. (5) Given the reactants [N:1]1[CH:6]=[CH:5][CH:4]=[C:3]([NH:7][C:8](=[O:15])OCC(Cl)(Cl)Cl)[CH:2]=1.[F:16][C:17]1[CH:18]=[C:19]([C:23]2[CH:28]=[C:27]([N:29]3[CH2:34][CH2:33][NH:32][CH2:31][CH2:30]3)[N:26]=[CH:25][N:24]=2)[CH:20]=[CH:21][CH:22]=1, predict the reaction product. The product is: [F:16][C:17]1[CH:18]=[C:19]([C:23]2[N:24]=[CH:25][N:26]=[C:27]([N:29]3[CH2:30][CH2:31][N:32]([C:8]([NH:7][C:3]4[CH:2]=[N:1][CH:6]=[CH:5][CH:4]=4)=[O:15])[CH2:33][CH2:34]3)[CH:28]=2)[CH:20]=[CH:21][CH:22]=1.